Dataset: Forward reaction prediction with 1.9M reactions from USPTO patents (1976-2016). Task: Predict the product of the given reaction. Given the reactants [CH3:1][O:2][C:3]1[CH:4]=[C:5]2[C:10](=[CH:11][CH:12]=1)[CH:9]([CH2:13][C:14]1[CH:19]=[CH:18][C:17]([O:20][CH2:21][C:22]3[CH:27]=[CH:26][CH:25]=[CH:24][CH:23]=3)=[CH:16][CH:15]=1)[NH:8][CH2:7][CH2:6]2.[Cl:28][C:29]1[N:34]=[C:33](Cl)[CH:32]=[CH:31][N:30]=1.C(=O)(O)[O-].[Na+], predict the reaction product. The product is: [Cl:28][C:29]1[N:34]=[C:33]([N:8]2[CH2:7][CH2:6][C:5]3[C:10](=[CH:11][CH:12]=[C:3]([O:2][CH3:1])[CH:4]=3)[CH:9]2[CH2:13][C:14]2[CH:19]=[CH:18][C:17]([O:20][CH2:21][C:22]3[CH:27]=[CH:26][CH:25]=[CH:24][CH:23]=3)=[CH:16][CH:15]=2)[CH:32]=[CH:31][N:30]=1.